This data is from Forward reaction prediction with 1.9M reactions from USPTO patents (1976-2016). The task is: Predict the product of the given reaction. Given the reactants Br[C:2]1[C:7]([O:8][CH2:9][CH2:10][O:11][CH3:12])=[CH:6][CH:5]=[CH:4][C:3]=1[CH3:13].CC1(C)OB([C:20]2[C:24]3[CH:25]=[C:26]([CH2:29][OH:30])[CH:27]=[CH:28][C:23]=3[S:22][CH:21]=2)OC1(C)C.CC1C=CC=CC=1P(C1C=CC=CC=1C)C1C=CC=CC=1C, predict the reaction product. The product is: [CH3:12][O:11][CH2:10][CH2:9][O:8][C:7]1[CH:6]=[CH:5][CH:4]=[C:3]([CH3:13])[C:2]=1[C:20]1[C:24]2[CH:25]=[C:26]([CH2:29][OH:30])[CH:27]=[CH:28][C:23]=2[S:22][CH:21]=1.